From a dataset of Full USPTO retrosynthesis dataset with 1.9M reactions from patents (1976-2016). Predict the reactants needed to synthesize the given product. (1) Given the product [C:11]([O-:22])(=[O:21])[CH2:12][CH2:13][CH2:14][CH2:15][CH2:16][C:17]([CH3:18])([CH3:19])[CH3:20].[Cu+2:4].[C:11]([O-:22])(=[O:21])[CH2:12][CH2:13][CH2:14][CH2:15][CH2:16][C:17]([CH3:18])([CH3:19])[CH3:20].[CH:1]([O-:3])=[O:2].[Cu+2:4].[CH:5]([O-:7])=[O:6].[C:8]([OH:10])(=[O:9])[CH2:12][CH2:13][CH2:14][CH2:15][CH2:16][C:17]([CH3:20])([CH3:19])[CH3:18], predict the reactants needed to synthesize it. The reactants are: [CH:1]([O-:3])=[O:2].[Cu+2:4].[CH:5]([O-:7])=[O:6].[CH:8]([OH:10])=[O:9].[C:11]([OH:22])(=[O:21])[CH2:12][CH2:13][CH2:14][CH2:15][CH2:16][C:17]([CH3:20])([CH3:19])[CH3:18]. (2) Given the product [N:1]1[CH:6]=[CH:5][CH:4]=[C:3]([C:7]2[N:16]=[C:15]([C:17]([N:26]3[CH2:25][CH2:24][C:23]4[C:28](=[CH:29][CH:30]=[C:31]([N:32]([CH3:34])[CH3:33])[C:22]=4[OH:21])[CH2:27]3)=[O:19])[C:14]3[C:9](=[CH:10][CH:11]=[CH:12][CH:13]=3)[N:8]=2)[CH:2]=1, predict the reactants needed to synthesize it. The reactants are: [N:1]1[CH:6]=[CH:5][CH:4]=[C:3]([C:7]2[N:16]=[C:15]([C:17]([OH:19])=O)[C:14]3[C:9](=[CH:10][CH:11]=[CH:12][CH:13]=3)[N:8]=2)[CH:2]=1.Cl.[OH:21][C:22]1[C:31]([N:32]([CH3:34])[CH3:33])=[CH:30][CH:29]=[C:28]2[C:23]=1[CH2:24][CH2:25][NH:26][CH2:27]2.